The task is: Predict the product of the given reaction.. This data is from Forward reaction prediction with 1.9M reactions from USPTO patents (1976-2016). (1) The product is: [C:28]([O:27][C:25]([N:22]1[CH2:21][CH:20]=[C:19]([C:2]2[CH:7]=[C:6]([F:8])[CH:5]=[CH:4][C:3]=2[O:9][CH3:10])[CH2:24][CH2:23]1)=[O:26])([CH3:31])([CH3:29])[CH3:30]. Given the reactants Br[C:2]1[CH:7]=[C:6]([F:8])[CH:5]=[CH:4][C:3]=1[O:9][CH3:10].CC1(C)C(C)(C)OB([C:19]2[CH2:20][CH2:21][N:22]([C:25]([O:27][C:28]([CH3:31])([CH3:30])[CH3:29])=[O:26])[CH2:23][CH:24]=2)O1, predict the reaction product. (2) The product is: [CH3:1][O:2][C:3]1[C:4](=[O:25])[C:5]([CH3:24])=[C:6]([CH2:12][C:13]2[CH:14]=[C:15]([CH2:19][CH2:20][C:21]([N:26]3[CH2:31][CH2:30][O:29][CH2:28][CH2:27]3)=[O:23])[CH:16]=[CH:17][CH:18]=2)[C:7](=[O:11])[C:8]=1[O:9][CH3:10]. Given the reactants [CH3:1][O:2][C:3]1[C:4](=[O:25])[C:5]([CH3:24])=[C:6]([CH2:12][C:13]2[CH:14]=[C:15]([CH2:19][CH2:20][C:21]([OH:23])=O)[CH:16]=[CH:17][CH:18]=2)[C:7](=[O:11])[C:8]=1[O:9][CH3:10].[NH:26]1[CH2:31][CH2:30][O:29][CH2:28][CH2:27]1, predict the reaction product.